From a dataset of Experimentally validated miRNA-target interactions with 360,000+ pairs, plus equal number of negative samples. Binary Classification. Given a miRNA mature sequence and a target amino acid sequence, predict their likelihood of interaction. The miRNA is hsa-miR-3691-5p with sequence AGUGGAUGAUGGAGACUCGGUAC. The protein sequence of the target gene is MDAEAEDKTLRTRSKGTEVPMDSLIQELSVAYDCSMAKKRTAEDQALGVPVNKRKSLLMKPRHYSPKADCQEDRSDRTEDDGPLETHGHSTAEEIMIKPMDESLLSTAQENSSRKEDRYSCYQELMVKSLMHLGKFEKNVSVQTVSENLNDSGIQSLKAESDEADECFLIHSDDGRDKIDDSQPPFCSSDDNESNSESAENGWDSGSNFSEETKPPRVPKYVLTDHKKDLLEVPEIKTEGDKFIPCENRCDSETERKDPQNALAEPLDGNAQPSFPDVEEEDSESLAVMTEEGSDLEKAK.... Result: 1 (interaction).